Dataset: HIV replication inhibition screening data with 41,000+ compounds from the AIDS Antiviral Screen. Task: Binary Classification. Given a drug SMILES string, predict its activity (active/inactive) in a high-throughput screening assay against a specified biological target. The compound is Cc1cc(NS(=O)(=O)c2ccc(Nc3c4ccccc4nc4c(C(=O)NCCN(C)C)ccc(Cl)c34)cc2)no1. The result is 0 (inactive).